Dataset: Reaction yield outcomes from USPTO patents with 853,638 reactions. Task: Predict the reaction yield, written as a fraction of the theoretical maximum amount of product (1.0 means a 100% yield; for example, 0.34 means a 34% yield). (1) The reactants are C[O:2][C:3](=[O:37])[CH2:4][N:5]([S:28]([N:31]1[CH2:36][CH2:35][O:34][CH2:33][CH2:32]1)(=[O:30])=[O:29])[CH2:6][C:7]1[CH:12]=[CH:11][C:10]([O:13][CH2:14][C:15]2[N:16]=[C:17]([C:21]3[CH:26]=[CH:25][C:24]([CH3:27])=[CH:23][CH:22]=3)[O:18][C:19]=2[CH3:20])=[CH:9][CH:8]=1.O.[OH-].[Li+]. No catalyst specified. The product is [N:31]1([S:28]([N:5]([CH2:4][C:3]([OH:37])=[O:2])[CH2:6][C:7]2[CH:12]=[CH:11][C:10]([O:13][CH2:14][C:15]3[N:16]=[C:17]([C:21]4[CH:22]=[CH:23][C:24]([CH3:27])=[CH:25][CH:26]=4)[O:18][C:19]=3[CH3:20])=[CH:9][CH:8]=2)(=[O:29])=[O:30])[CH2:36][CH2:35][O:34][CH2:33][CH2:32]1. The yield is 0.990. (2) The catalyst is C(Cl)Cl. The yield is 0.800. The product is [Cl:37][C:14]1[CH:13]=[C:12]([S:9]([NH2:8])(=[O:10])=[O:11])[S:16][C:15]=1[O:17][C:18]1[CH:23]=[CH:22][CH:21]=[C:20]([N:24]2[CH2:29][CH2:28][NH:27][CH2:26][CH2:25]2)[CH:19]=1. The reactants are COC1C=CC(C[N:8](CC2C=CC(OC)=CC=2)[S:9]([C:12]2[S:16][C:15]([O:17][C:18]3[CH:19]=[C:20]([N:24]4[CH2:29][CH2:28][N:27](C(OC(C)(C)C)=O)[CH2:26][CH2:25]4)[CH:21]=[CH:22][CH:23]=3)=[C:14]([Cl:37])[CH:13]=2)(=[O:11])=[O:10])=CC=1.C(O)(C(F)(F)F)=O. (3) The reactants are Cl.Cl.[CH3:3][C@H:4]1[C:12]2[C:11]([N:13]3[CH2:18][CH2:17][NH:16][CH2:15][CH2:14]3)=[N:10][CH:9]=[N:8][C:7]=2[C@H:6]([OH:19])[CH2:5]1.[C:20]([NH:24][CH2:25][CH:26]([C:30]1[CH:35]=[CH:34][C:33]([Cl:36])=[CH:32][CH:31]=1)[C:27]([O-])=[O:28])([CH3:23])([CH3:22])[CH3:21].[K+].CCN(C(C)C)C(C)C.CN(C(ON1N=NC2C=CC=CC1=2)=[N+](C)C)C.F[P-](F)(F)(F)(F)F. The catalyst is CN(C=O)C. The product is [C:20]([NH:24][CH2:25][CH:26]([C:30]1[CH:35]=[CH:34][C:33]([Cl:36])=[CH:32][CH:31]=1)[C:27]([N:16]1[CH2:15][CH2:14][N:13]([C:11]2[C:12]3[C@H:4]([CH3:3])[CH2:5][C@@H:6]([OH:19])[C:7]=3[N:8]=[CH:9][N:10]=2)[CH2:18][CH2:17]1)=[O:28])([CH3:23])([CH3:21])[CH3:22]. The yield is 0.410. (4) The reactants are Br[C:2]1[S:6][C:5]([C:7]([CH:10]2[CH2:15][CH2:14][N:13]([C:16]([O:18][C:19]([CH3:22])([CH3:21])[CH3:20])=[O:17])[CH2:12][CH2:11]2)([OH:9])[CH3:8])=[N:4][CH:3]=1.O.[NH2:24][C:25]1[CH:26]=[C:27](B(O)O)[CH:28]=[CH:29][CH:30]=1.C([O-])([O-])=O.[Na+].[Na+]. The catalyst is COCCOC.C1C=CC([P]([Pd]([P](C2C=CC=CC=2)(C2C=CC=CC=2)C2C=CC=CC=2)([P](C2C=CC=CC=2)(C2C=CC=CC=2)C2C=CC=CC=2)[P](C2C=CC=CC=2)(C2C=CC=CC=2)C2C=CC=CC=2)(C2C=CC=CC=2)C2C=CC=CC=2)=CC=1. The product is [NH2:24][C:25]1[CH:30]=[C:29]([C:2]2[S:6][C:5]([C:7]([CH:10]3[CH2:15][CH2:14][N:13]([C:16]([O:18][C:19]([CH3:22])([CH3:21])[CH3:20])=[O:17])[CH2:12][CH2:11]3)([OH:9])[CH3:8])=[N:4][CH:3]=2)[CH:28]=[CH:27][CH:26]=1. The yield is 0.920. (5) The reactants are [CH3:1][C:2]([C:5]1[S:6][C:7]([C:18]2[CH:23]=[CH:22][N:21]=[C:20]([CH3:24])[N:19]=2)=[C:8]([C:10]2[C:11]([F:17])=[C:12]([CH:14]=[CH:15][CH:16]=2)[NH2:13])[N:9]=1)([CH3:4])[CH3:3].[F:25][C:26]1[CH:27]=[C:28]([S:32](Cl)(=[O:34])=[O:33])[CH:29]=[CH:30][CH:31]=1.N1C=CC=CC=1. The catalyst is ClCCl. The product is [CH3:4][C:2]([C:5]1[S:6][C:7]([C:18]2[CH:23]=[CH:22][N:21]=[C:20]([CH3:24])[N:19]=2)=[C:8]([C:10]2[C:11]([F:17])=[C:12]([NH:13][S:32]([C:28]3[CH:29]=[CH:30][CH:31]=[C:26]([F:25])[CH:27]=3)(=[O:34])=[O:33])[CH:14]=[CH:15][CH:16]=2)[N:9]=1)([CH3:1])[CH3:3]. The yield is 0.810. (6) The reactants are Cl[C:2]1[N:7]=[C:6]([NH:8][C:9]2[CH:14]=[CH:13][C:12]3[O:15][CH2:16][CH2:17][O:18][C:11]=3[CH:10]=2)[C:5]([F:19])=[CH:4][N:3]=1.[CH:20](N(CC)C(C)C)(C)C.[CH2:29]([O:33][C:34]1[CH:40]=[CH:39][C:37](N)=[CH:36][CH:35]=1)[CH2:30][CH2:31][CH3:32]. The catalyst is C(O)CO. The product is [CH2:29]([O:33][C:34]1[CH:40]=[CH:39][C:37]([NH:7][C:2]2[CH:20]=[C:6]([NH:8][C:9]3[CH:14]=[CH:13][C:12]4[O:15][CH2:16][CH2:17][O:18][C:11]=4[CH:10]=3)[C:5]([F:19])=[CH:4][N:3]=2)=[CH:36][CH:35]=1)[CH2:30][CH2:31][CH3:32]. The yield is 0.490. (7) The reactants are Br[CH2:2][C:3]1[CH:10]=[C:9]([C:11]2[CH2:15][C:14]([C:20]3[CH:25]=[C:24]([Cl:26])[CH:23]=[C:22]([Cl:27])[CH:21]=3)([C:16]([F:19])([F:18])[F:17])[O:13][N:12]=2)[CH:8]=[CH:7][C:4]=1[C:5]#[N:6].[C:28]([O-:31])(=[O:30])[CH3:29].[Na+]. The catalyst is CN(C)C=O.COC(C)(C)C. The product is [C:28]([O:31][CH2:2][C:3]1[CH:10]=[C:9]([C:11]2[CH2:15][C:14]([C:20]3[CH:25]=[C:24]([Cl:26])[CH:23]=[C:22]([Cl:27])[CH:21]=3)([C:16]([F:17])([F:18])[F:19])[O:13][N:12]=2)[CH:8]=[CH:7][C:4]=1[C:5]#[N:6])(=[O:30])[CH3:29]. The yield is 0.300. (8) The reactants are [CH:1]1([C:4]2[N:8]=[C:7]([CH:9]([OH:32])[C@@H:10]([NH:13][C:14]([C@@H:16]([NH:22][C:23]([N:25]3[CH2:31][CH2:30][CH2:29][O:28][CH2:27][CH2:26]3)=[O:24])[CH2:17][C:18]([F:21])([F:20])[CH3:19])=[O:15])[CH2:11][CH3:12])[O:6][N:5]=2)[CH2:3][CH2:2]1.CC(OI1(OC(C)=O)(OC(C)=O)OC(=O)C2C=CC=CC1=2)=O. The catalyst is ClCCl. The product is [CH:1]1([C:4]2[N:8]=[C:7]([C:9]([C@@H:10]([NH:13][C:14]([C@@H:16]([NH:22][C:23]([N:25]3[CH2:31][CH2:30][CH2:29][O:28][CH2:27][CH2:26]3)=[O:24])[CH2:17][C:18]([F:21])([F:20])[CH3:19])=[O:15])[CH2:11][CH3:12])=[O:32])[O:6][N:5]=2)[CH2:2][CH2:3]1. The yield is 0.750.